This data is from Peptide-MHC class I binding affinity with 185,985 pairs from IEDB/IMGT. The task is: Regression. Given a peptide amino acid sequence and an MHC pseudo amino acid sequence, predict their binding affinity value. This is MHC class I binding data. (1) The binding affinity (normalized) is 0.393. The peptide sequence is YALEPRKEI. The MHC is HLA-A68:02 with pseudo-sequence HLA-A68:02. (2) The peptide sequence is TSNPKTPKY. The MHC is HLA-A29:02 with pseudo-sequence HLA-A29:02. The binding affinity (normalized) is 0.417. (3) The peptide sequence is FQPQNGQFY. The MHC is H-2-Db with pseudo-sequence H-2-Db. The binding affinity (normalized) is 0.0359. (4) The peptide sequence is VSDFRKEFY. The MHC is HLA-A02:01 with pseudo-sequence HLA-A02:01. The binding affinity (normalized) is 0.0847.